This data is from Peptide-MHC class I binding affinity with 185,985 pairs from IEDB/IMGT. The task is: Regression. Given a peptide amino acid sequence and an MHC pseudo amino acid sequence, predict their binding affinity value. This is MHC class I binding data. (1) The peptide sequence is NRYGVAYVY. The MHC is HLA-B15:09 with pseudo-sequence HLA-B15:09. The binding affinity (normalized) is 0.0847. (2) The peptide sequence is NAMGADYYA. The MHC is HLA-B27:03 with pseudo-sequence HLA-B27:03. The binding affinity (normalized) is 0.0847.